From a dataset of Forward reaction prediction with 1.9M reactions from USPTO patents (1976-2016). Predict the product of the given reaction. Given the reactants [Br:1][C:2]1[CH:3]=[CH:4][C:5](F)=[C:6]([CH:9]=1)[CH:7]=[O:8].[NH:11]1[CH2:16][CH2:15][NH:14][CH2:13][CH2:12]1.CCN(C(C)C)C(C)C.[C:26](O[C:26]([O:28][C:29]([CH3:32])([CH3:31])[CH3:30])=[O:27])([O:28][C:29]([CH3:32])([CH3:31])[CH3:30])=[O:27], predict the reaction product. The product is: [Br:1][C:2]1[CH:3]=[CH:4][C:5]([N:11]2[CH2:16][CH2:15][N:14]([C:26]([O:28][C:29]([CH3:32])([CH3:31])[CH3:30])=[O:27])[CH2:13][CH2:12]2)=[C:6]([CH:7]=[O:8])[CH:9]=1.